Task: Regression. Given a peptide amino acid sequence and an MHC pseudo amino acid sequence, predict their binding affinity value. This is MHC class I binding data.. Dataset: Peptide-MHC class I binding affinity with 185,985 pairs from IEDB/IMGT (1) The peptide sequence is HPRVSSEVHI. The MHC is HLA-A02:06 with pseudo-sequence HLA-A02:06. The binding affinity (normalized) is 0. (2) The peptide sequence is KFYGPFVDR. The MHC is HLA-A30:02 with pseudo-sequence HLA-A30:02. The binding affinity (normalized) is 0.504. (3) The peptide sequence is FCSNHFTEL. The MHC is HLA-A11:01 with pseudo-sequence HLA-A11:01. The binding affinity (normalized) is 0.0847. (4) The peptide sequence is CYPGKFVNEE. The MHC is HLA-A02:01 with pseudo-sequence HLA-A02:01. The binding affinity (normalized) is 0.